From a dataset of Forward reaction prediction with 1.9M reactions from USPTO patents (1976-2016). Predict the product of the given reaction. (1) Given the reactants [C:1]([N:4]([C:12]1[N:13]=[C:14]([C:18]2[CH:19]=[N:20][C:21]([NH:28][C:29]3[CH:37]=[CH:36][C:32]4[N:33]=[CH:34][S:35][C:31]=4[CH:30]=3)=[CH:22][C:23]=2[NH:24][CH:25]([CH3:27])[CH3:26])[O:15][C:16]=1[CH3:17])C(=O)OC(C)(C)C)(=[O:3])[CH3:2].C(O)(C(F)(F)F)=O, predict the reaction product. The product is: [S:35]1[C:31]2[CH:30]=[C:29]([NH:28][C:21]3[N:20]=[CH:19][C:18]([C:14]4[O:15][C:16]([CH3:17])=[C:12]([NH:4][C:1](=[O:3])[CH3:2])[N:13]=4)=[C:23]([NH:24][CH:25]([CH3:27])[CH3:26])[CH:22]=3)[CH:37]=[CH:36][C:32]=2[N:33]=[CH:34]1. (2) Given the reactants [NH2:1][C:2]1[C:7]([F:8])=[CH:6][CH:5]=[CH:4][C:3]=1[OH:9].CCO[C:13]([S-])=[S:14].[K+], predict the reaction product. The product is: [F:8][C:7]1[C:2]2[N:1]=[C:13]([SH:14])[O:9][C:3]=2[CH:4]=[CH:5][CH:6]=1. (3) Given the reactants Br[CH2:2][C:3]1[CH:7]=[C:6]([C:8]([CH3:11])([CH3:10])[CH3:9])[S:5][C:4]=1[C:12]([O:14][CH3:15])=[O:13].[Br:16][C:17]1[CH:22]=[CH:21][C:20]([CH2:23][NH2:24])=[C:19]([F:25])[CH:18]=1.C([O-])([O-])=O.[Cs+].[Cs+], predict the reaction product. The product is: [Br:16][C:17]1[CH:22]=[CH:21][C:20]([CH2:23][NH:24][CH2:2][C:3]2[CH:7]=[C:6]([C:8]([CH3:11])([CH3:10])[CH3:9])[S:5][C:4]=2[C:12]([O:14][CH3:15])=[O:13])=[C:19]([F:25])[CH:18]=1. (4) Given the reactants [CH2:1]([OH:13])[CH2:2][CH2:3][CH2:4][CH2:5][CH2:6][CH2:7][CH2:8][CH2:9][CH2:10][CH2:11][CH3:12].C(N(CC)CC)C.[Br:21][CH:22]([CH3:26])[C:23](Br)=[O:24], predict the reaction product. The product is: [Br:21][CH:22]([CH3:26])[C:23]([O:13][CH2:1][CH2:2][CH2:3][CH2:4][CH2:5][CH2:6][CH2:7][CH2:8][CH2:9][CH2:10][CH2:11][CH3:12])=[O:24]. (5) Given the reactants [C:1]([C:5]1[CH:10]=[CH:9][C:8]([C:11]2[CH:16]=[CH:15][C:14]([C:17](=[O:24])[CH2:18][CH2:19][C:20]([O:22]C)=[O:21])=[CH:13][CH:12]=2)=[CH:7][CH:6]=1)([CH3:4])([CH3:3])[CH3:2].[OH-].[Na+], predict the reaction product. The product is: [C:1]([C:5]1[CH:10]=[CH:9][C:8]([C:11]2[CH:16]=[CH:15][C:14]([C:17](=[O:24])[CH2:18][CH2:19][C:20]([OH:22])=[O:21])=[CH:13][CH:12]=2)=[CH:7][CH:6]=1)([CH3:4])([CH3:2])[CH3:3]. (6) Given the reactants [Cl:1][C:2]1[N:7]=[CH:6][C:5]2[CH:8]=[N:9][NH:10][C:4]=2[CH:3]=1.[F:11][C:12]([F:17])([F:16])S([O-])=O.[Na+].C(OO)(C)(C)C.[O-]S([O-])(=S)=O.[Na+].[Na+], predict the reaction product. The product is: [Cl:1][C:2]1[N:7]=[CH:6][C:5]2[C:8]([C:12]([F:17])([F:16])[F:11])=[N:9][NH:10][C:4]=2[CH:3]=1. (7) Given the reactants [N:1]1[CH:6]=[CH:5][CH:4]=[CH:3][C:2]=1[C:7]1([C:13]#[N:14])[CH2:12][CH2:11][NH:10][CH2:9][CH2:8]1.CCN(C(C)C)C(C)C.[CH2:24]([S:27](Cl)(=[O:29])=[O:28])[CH2:25][CH3:26].[OH-].[Na+], predict the reaction product. The product is: [CH2:24]([S:27]([N:10]1[CH2:9][CH2:8][C:7]([C:2]2[CH:3]=[CH:4][CH:5]=[CH:6][N:1]=2)([C:13]#[N:14])[CH2:12][CH2:11]1)(=[O:29])=[O:28])[CH2:25][CH3:26]. (8) Given the reactants C(OC([N:8]1[C@@H:12]([CH2:13][CH2:14][C:15]2[CH:20]=[CH:19][C:18]([NH:21][C:22](=[O:30])[C:23]3[CH:28]=[CH:27][C:26]([Cl:29])=[CH:25][CH:24]=3)=[CH:17][CH:16]=2)[CH2:11][O:10]C1(C)C)=O)(C)(C)C.O.FC(F)(F)C(O)=O.[OH-].[Na+], predict the reaction product. The product is: [NH2:8][C@H:12]([CH2:11][OH:10])[CH2:13][CH2:14][C:15]1[CH:16]=[CH:17][C:18]([NH:21][C:22](=[O:30])[C:23]2[CH:28]=[CH:27][C:26]([Cl:29])=[CH:25][CH:24]=2)=[CH:19][CH:20]=1. (9) The product is: [CH2:22]([N:29]1[CH2:30][C:5]2([CH2:6][CH2:7][O:3][CH2:4]2)[C:8]1=[O:10])[C:23]1[CH:28]=[CH:27][CH:26]=[CH:25][CH:24]=1. Given the reactants [OH-].[Na+].[O:3]1[CH2:7][CH2:6][CH:5]([C:8]([OH:10])=O)[CH2:4]1.S(Cl)(Cl)=O.C(N(CC)CC)C.[CH2:22]([N:29]1[CH2:30][N:29]([CH2:22][C:23]2[CH:28]=[CH:27][CH:26]=[CH:25][CH:24]=2)[CH2:30][N:29]([CH2:22][C:23]2[CH:28]=[CH:27][CH:26]=[CH:25][CH:24]=2)[CH2:30]1)[C:23]1[CH:28]=[CH:27][CH:26]=[CH:25][CH:24]=1.C([O+]([B-](F)(F)F)CC)C, predict the reaction product.